This data is from Reaction yield outcomes from USPTO patents with 853,638 reactions. The task is: Predict the reaction yield, written as a fraction of the theoretical maximum amount of product (1.0 means a 100% yield; for example, 0.34 means a 34% yield). (1) The reactants are [NH2:1][C:2]1[C:7]([C:8]2[N:33]([C:34]3[CH:39]=[CH:38][C:37]([C:40]4([NH:44]C(=O)OC(C)(C)C)[CH2:43][CH2:42][CH2:41]4)=[CH:36][CH:35]=3)[C:11]3=[N:12][C:13]([C:16]4[CH:21]=[CH:20][CH:19]=[C:18]([N:22]5[CH2:27][CH2:26][CH:25]([C:28](=[O:32])[N:29]([CH3:31])[CH3:30])[CH2:24][CH2:23]5)[CH:17]=4)=[CH:14][CH:15]=[C:10]3[N:9]=2)=[CH:6][CH:5]=[CH:4][N:3]=1.CO.[ClH:54]. The catalyst is C(OCC)(=O)C. The product is [ClH:54].[NH2:44][C:40]1([C:37]2[CH:36]=[CH:35][C:34]([N:33]3[C:11]4=[N:12][C:13]([C:16]5[CH:17]=[C:18]([N:22]6[CH2:27][CH2:26][CH:25]([C:28]([N:29]([CH3:31])[CH3:30])=[O:32])[CH2:24][CH2:23]6)[CH:19]=[CH:20][CH:21]=5)=[CH:14][CH:15]=[C:10]4[N:9]=[C:8]3[C:7]3[C:2]([NH2:1])=[N:3][CH:4]=[CH:5][CH:6]=3)=[CH:39][CH:38]=2)[CH2:41][CH2:42][CH2:43]1. The yield is 1.00. (2) The reactants are P(O)(O)(O)=O.P(OCCN(CC)CCCOC1C=C2C(C(NC3C=C(CC(NC4C=CC=C(F)C=4)=O)NN=3)=NC=N2)=CC=1F)(OC(C)(C)C)(OC(C)(C)C)=O.[CH2:56]([OH:63])[C:57]1[CH:62]=[CH:61][CH:60]=[CH:59][CH:58]=1.[H-].[Na+].[F:66][C:67]1[CH:68]=[C:69]2[C:74](=[CH:75][C:76]=1F)[NH:73][CH:72]=[N:71][C:70]2=[O:78]. The catalyst is CN(C)C=O.O. The product is [CH2:56]([O:63][C:76]1[CH:75]=[C:74]2[C:69]([C:70](=[O:78])[N:71]=[CH:72][NH:73]2)=[CH:68][C:67]=1[F:66])[C:57]1[CH:62]=[CH:61][CH:60]=[CH:59][CH:58]=1. The yield is 0.830. (3) The reactants are Br[C:2]1[CH:3]=[N:4][C:5]([N:8]2[CH2:12][C:11]([CH3:14])([CH3:13])[N:10]([CH2:15][CH3:16])[C:9]2=[O:17])=[N:6][CH:7]=1.[I-:18].[Na+].CN[C@@H]1CCCC[C@H]1NC. The catalyst is O1CCOCC1.[Cu]I. The product is [I:18][C:2]1[CH:3]=[N:4][C:5]([N:8]2[CH2:12][C:11]([CH3:14])([CH3:13])[N:10]([CH2:15][CH3:16])[C:9]2=[O:17])=[N:6][CH:7]=1. The yield is 0.860. (4) The reactants are [C:1](Cl)(=[O:5])[C:2](Cl)=O.CN([CH:10]=[O:11])C.[Si:12]([O:19][CH2:20][C:21]1[N:25]2[CH2:26][C:27]3([C:34]4[CH:39]=[CH:38][C:37]([Cl:40])=[CH:36][CH:35]=4)[NH:33][CH2:32][CH2:31][N:28]3[C:29](=[O:30])[C:24]2=[CH:23][CH:22]=1)([C:15]([CH3:18])([CH3:17])[CH3:16])([CH3:14])[CH3:13].[N:41]1C=CC=[CH:43][CH:42]=1. The catalyst is C(Cl)Cl. The product is [C:15]([Si:12]([CH3:13])([CH3:14])[O:19][CH2:20][C:21]1[N:25]2[CH2:26][C:27]3([C:34]4[CH:39]=[CH:38][C:37]([Cl:40])=[CH:36][CH:35]=4)[N:33]([C:10]([C:2]4[C:42]([CH3:43])=[N:41][O:5][CH:1]=4)=[O:11])[CH2:32][CH2:31][N:28]3[C:29](=[O:30])[C:24]2=[CH:23][CH:22]=1)([CH3:18])([CH3:16])[CH3:17]. The yield is 0.710. (5) The reactants are [Cl:1][C:2]1[C:7]([C:8]2([CH3:11])[CH2:10][CH2:9]2)=[CH:6][C:5]([NH:12]C(=O)C)=[C:4]([O:16][CH3:17])[CH:3]=1.[OH-].[K+].C(O)C. The catalyst is O. The product is [Cl:1][C:2]1[C:7]([C:8]2([CH3:11])[CH2:9][CH2:10]2)=[CH:6][C:5]([NH2:12])=[C:4]([O:16][CH3:17])[CH:3]=1. The yield is 0.670. (6) The reactants are CC(C)([O-])C.[K+].[Br:7][C:8]1[CH:9]=[CH:10][C:11](Cl)=[N:12][CH:13]=1.[CH2:15]([OH:18])[CH2:16][CH3:17].O. The catalyst is C1COCC1.CCOC(C)=O. The product is [Br:7][C:8]1[CH:9]=[CH:10][C:11]([O:18][CH2:15][CH2:16][CH3:17])=[N:12][CH:13]=1. The yield is 0.970. (7) The reactants are C([C@:8]1([OH:34])[C@H:14]([O:15][C:16](=[O:24])[CH:17]([CH2:21][CH2:22][CH3:23])[CH2:18][CH2:19][CH3:20])[C@@H:13]([CH:25](CC2C=CC=CC=2)[OH:26])[O:12][CH:10]([OH:11])[CH2:9]1)C1C=CC=CC=1.Br.C([O-])([O-])=O.[Na+].[Na+].[CH2:42]1[CH2:46]O[CH2:44][CH2:43]1. The catalyst is O. The product is [CH2:44]([O:34][C@H:8]1[C@H:14]([O:15][C:16](=[O:24])[CH:17]([CH2:18][CH2:19][CH3:20])[CH2:21][CH2:22][CH3:23])[C@@H:13]([CH2:25][O:26][CH2:46][C:42]2[CH:18]=[CH:17][CH:16]=[CH:44][CH:43]=2)[O:12][C@H:10]([OH:11])[CH2:9]1)[C:43]1[CH:14]=[CH:8][CH:9]=[CH:46][CH:42]=1. The yield is 0.580. (8) The reactants are [Cl-].O[NH3+:3].[C:4](=[O:7])([O-])[OH:5].[Na+].CS(C)=O.[CH2:13]([C:15]1[N:16]=[C:17]([CH2:47][CH2:48][CH3:49])[N:18]([CH2:32][C:33]2[CH:38]=[CH:37][C:36]([C:39]3[C:40]([C:45]#[N:46])=[CH:41][CH:42]=[CH:43][CH:44]=3)=[CH:35][CH:34]=2)[C:19](=[O:31])[C:20]=1[C:21]1[CH:22]=[N:23][C:24]([O:27][CH:28]([CH3:30])[CH3:29])=[CH:25][CH:26]=1)[CH3:14]. The catalyst is C(OCC)(=O)C. The product is [CH2:13]([C:15]1[N:16]=[C:17]([CH2:47][CH2:48][CH3:49])[N:18]([CH2:32][C:33]2[CH:34]=[CH:35][C:36]([C:39]3[CH:44]=[CH:43][CH:42]=[CH:41][C:40]=3[C:45]3[NH:3][C:4](=[O:7])[O:5][N:46]=3)=[CH:37][CH:38]=2)[C:19](=[O:31])[C:20]=1[C:21]1[CH:22]=[N:23][C:24]([O:27][CH:28]([CH3:29])[CH3:30])=[CH:25][CH:26]=1)[CH3:14]. The yield is 0.760. (9) No catalyst specified. The reactants are C1(N2CC[O:9]CC2)CCCC=1.[CH3:12][O:13][C:14]1[CH:15]=[C:16]([CH:19]=[C:20]([O:22][CH3:23])[CH:21]=1)[CH:17]=O.Cl.[CH:25]1[CH:30]=[CH:29][CH:28]=[CH:27]C=1. The product is [CH3:12][O:13][C:14]1[CH:15]=[C:16]([CH:19]=[C:20]([O:22][CH3:23])[CH:21]=1)[CH:17]=[C:27]1[CH2:28][CH2:29][CH2:30][C:25]1=[O:9]. The yield is 0.799. (10) The reactants are [O:1]=[C:2]1[CH2:10][C:9]2[C:4](=[CH:5][C:6]([C:11]([C:13]3[CH:14]=[C:15]([NH:19][C:20]([C:22]4[N:23]([CH2:28][CH3:29])[N:24]=[C:25]([CH3:27])[CH:26]=4)=[O:21])[CH:16]=[CH:17][CH:18]=3)=[O:12])=[CH:7][CH:8]=2)[NH:3]1.[CH:30](OCC)=[O:31].[O-]CC.[Na+].Cl. The catalyst is C(O)C. The product is [OH:31][CH:30]=[C:10]1[C:9]2[C:4](=[CH:5][C:6]([C:11]([C:13]3[CH:14]=[C:15]([NH:19][C:20]([C:22]4[N:23]([CH2:28][CH3:29])[N:24]=[C:25]([CH3:27])[CH:26]=4)=[O:21])[CH:16]=[CH:17][CH:18]=3)=[O:12])=[CH:7][CH:8]=2)[NH:3][C:2]1=[O:1]. The yield is 0.730.